The task is: Predict the reactants needed to synthesize the given product.. This data is from Full USPTO retrosynthesis dataset with 1.9M reactions from patents (1976-2016). (1) Given the product [Cl:1][C:2]1[CH:3]=[C:4]([N:5]=[C:15]=[S:16])[CH:6]=[C:7]([Cl:9])[CH:8]=1, predict the reactants needed to synthesize it. The reactants are: [Cl:1][C:2]1[CH:3]=[C:4]([CH:6]=[C:7]([Cl:9])[CH:8]=1)[NH2:5].C([O-])(O)=O.[Na+].[C:15](Cl)(Cl)=[S:16]. (2) Given the product [OH:1][C@@H:2]([C@H:4]1[C:25](=[O:26])[N:6]2[C:7]([C:12]([O:14][CH2:15][C:16]3[CH:21]=[CH:20][C:19]([N+:22]([O-:24])=[O:23])=[CH:18][CH:17]=3)=[O:13])=[C:8]([C:52]3[S:51][C:50]4=[C:46]([S:45][CH2:44][CH2:43][NH:42][S:39]([NH:38][C:36]([O:35][CH2:34][C:33]5[CH:67]=[CH:68][C:30]([N+:27]([O-:29])=[O:28])=[CH:31][CH:32]=5)=[O:37])(=[O:40])=[O:41])[N:47]=[CH:48][N:49]4[CH:53]=3)[C@H:9]([CH3:10])[C@H:5]12)[CH3:3], predict the reactants needed to synthesize it. The reactants are: [OH:1][C@@H:2]([C@H:4]1[C:25](=[O:26])[N:6]2[C@@H:7]([C:12]([O:14][CH2:15][C:16]3[CH:21]=[CH:20][C:19]([N+:22]([O-:24])=[O:23])=[CH:18][CH:17]=3)=[O:13])[C:8](=O)[C@H:9]([CH3:10])[C@H:5]12)[CH3:3].[N+:27]([C:30]1[CH:68]=[CH:67][C:33]([CH2:34][O:35][C:36]([NH:38][S:39]([NH:42][CH2:43][CH2:44][S:45][C:46]2[N:47]=[CH:48][N:49]3[CH:53]=[C:52]([Sn](CCCC)(CCCC)CCCC)[S:51][C:50]=23)(=[O:41])=[O:40])=[O:37])=[CH:32][CH:31]=1)([O-:29])=[O:28]. (3) Given the product [C:6]([C:5]1[CH:18]=[CH:17][C:16](=[O:20])[N:14]([CH3:15])[C:4]=1[S:3][CH2:1][CH3:2])(=[O:7])[C:8]1[CH:13]=[CH:12][CH:11]=[CH:10][CH:9]=1, predict the reactants needed to synthesize it. The reactants are: [CH2:1]([S:3][C:4]([NH:14][CH3:15])=[CH:5][C:6]([C:8]1[CH:13]=[CH:12][CH:11]=[CH:10][CH:9]=1)=[O:7])[CH3:2].[C:16]([O:20]C)(=O)[C:17]#[CH:18]. (4) The reactants are: S(Cl)(C1C=CC(C)=CC=1)(=O)=O.CN1C=CN=C1.[F:18][C:19]1[N:27]=[CH:26][CH:25]=[CH:24][C:20]=1[C:21]([OH:23])=O.[NH2:28][C:29]1[CH:37]=[C:36]([O:38][CH3:39])[CH:35]=[C:34]([CH2:40][CH3:41])[C:30]=1[C:31](O)=[O:32]. Given the product [CH2:40]([C:34]1[C:30]2[C:31](=[O:32])[O:23][C:21]([C:20]3[C:19]([F:18])=[N:27][CH:26]=[CH:25][CH:24]=3)=[N:28][C:29]=2[CH:37]=[C:36]([O:38][CH3:39])[CH:35]=1)[CH3:41], predict the reactants needed to synthesize it.